Dataset: Full USPTO retrosynthesis dataset with 1.9M reactions from patents (1976-2016). Task: Predict the reactants needed to synthesize the given product. (1) Given the product [OH:8][C:9]1[C:10]([C:26]([O:28][CH2:29][CH3:30])=[O:27])=[N:11][N:12]2[CH:17]([C:18]3[N:19]=[C:20]([CH3:23])[S:21][CH:22]=3)[CH2:16][N:15]([CH3:24])[C:14](=[O:25])[C:13]=12, predict the reactants needed to synthesize it. The reactants are: C([O:8][C:9]1[C:10]([C:26]([O:28][CH2:29][CH3:30])=[O:27])=[N:11][N:12]2[CH:17]([C:18]3[N:19]=[C:20]([CH3:23])[S:21][CH:22]=3)[CH2:16][N:15]([CH3:24])[C:14](=[O:25])[C:13]=12)C1C=CC=CC=1.B(Br)(Br)Br. (2) Given the product [CH3:1][O:2][C:3](=[O:25])[C@@H:4]([NH:14][C:15]([O:17][CH2:18][C:19]1[CH:20]=[CH:21][CH:22]=[CH:23][CH:24]=1)=[O:16])[CH2:5][C:6]1[C:11]([F:12])=[CH:10][CH:9]=[CH:8][C:7]=1[F:13], predict the reactants needed to synthesize it. The reactants are: [CH3:1][O:2][C:3](=[O:25])[C:4]([NH:14][C:15]([O:17][CH2:18][C:19]1[CH:24]=[CH:23][CH:22]=[CH:21][CH:20]=1)=[O:16])=[CH:5][C:6]1[C:11]([F:12])=[CH:10][CH:9]=[CH:8][C:7]=1[F:13]. (3) The reactants are: [CH3:1][N:2]1[C:7]([CH3:9])([CH3:8])[CH2:6][CH:5]([OH:10])[CH2:4][C:3]1([CH3:12])[CH3:11].[Cl:13][C:14]1[CH:19]=[C:18](F)[CH:17]=[CH:16][C:15]=1[F:21]. Given the product [ClH:13].[Cl:13][C:14]1[CH:19]=[C:18]([CH:17]=[CH:16][C:15]=1[F:21])[O:10][CH:5]1[CH2:6][C:7]([CH3:8])([CH3:9])[N:2]([CH3:1])[C:3]([CH3:12])([CH3:11])[CH2:4]1, predict the reactants needed to synthesize it. (4) Given the product [Br:30][CH2:15][C:11]1[CH:10]=[C:9]([NH:8][C:5]2[N:4]=[C:3]([NH:17][CH2:18][CH2:19][CH2:20][C:21]3[CH:22]=[C:23]([OH:27])[CH:24]=[CH:25][CH:26]=3)[C:2]([Cl:1])=[CH:7][N:6]=2)[CH:14]=[CH:13][CH:12]=1, predict the reactants needed to synthesize it. The reactants are: [Cl:1][C:2]1[C:3]([NH:17][CH2:18][CH2:19][CH2:20][C:21]2[CH:26]=[CH:25][CH:24]=[C:23]([O:27]C)[CH:22]=2)=[N:4][C:5]([NH:8][C:9]2[CH:10]=[C:11]([CH2:15]O)[CH:12]=[CH:13][CH:14]=2)=[N:6][CH:7]=1.B(Br)(Br)[Br:30].O. (5) Given the product [Cl:45][C:39]1[CH:38]=[CH:37][C:36]([S:41]([NH:27][CH2:26][CH2:25][CH2:24][C:14]2[CH:15]=[CH:16][C:17]([O:19][CH2:20][CH2:21][O:22][CH3:23])=[CH:18][C:13]=2[O:12][C:3]2[C:2]([Cl:1])=[CH:7][C:6]([C:8]([F:9])([F:11])[F:10])=[CH:5][N:4]=2)(=[O:43])=[O:42])=[CH:35][CH:40]=1, predict the reactants needed to synthesize it. The reactants are: [Cl:1][C:2]1[C:3]([O:12][C:13]2[CH:18]=[C:17]([O:19][CH2:20][CH2:21][O:22][CH3:23])[CH:16]=[CH:15][C:14]=2[CH2:24][CH2:25][CH2:26][NH2:27])=[N:4][CH:5]=[C:6]([C:8]([F:11])([F:10])[F:9])[CH:7]=1.N1C=CC=CC=1.Cl[C:35]1[CH:40]=[CH:39][CH:38]=[CH:37][C:36]=1[S:41](Cl)(=[O:43])=[O:42].[ClH:45]. (6) Given the product [Cl:4][C:5]1[CH:10]=[C:9]([Cl:11])[CH:8]=[CH:7][C:6]=1[C:12](=[N:15][OH:16])[C:13]#[N:14], predict the reactants needed to synthesize it. The reactants are: C[O-].[Na+].[Cl:4][C:5]1[CH:10]=[C:9]([Cl:11])[CH:8]=[CH:7][C:6]=1[CH2:12][C:13]#[N:14].[N:15](OCCC(C)C)=[O:16]. (7) The reactants are: [OH:1][C:2]1[CH:9]=[CH:8][C:5]([CH:6]=[O:7])=[CH:4][CH:3]=1.[CH:10]1([CH:16](O)[CH3:17])[CH2:15][CH2:14][CH2:13][CH2:12][CH2:11]1.N(C(OC(C)(C)C)=O)=NC(OC(C)(C)C)=O.C1(P(C2C=CC=CC=2)C2C=CC=CC=2)C=CC=CC=1. Given the product [CH:10]1([CH:16]([O:1][C:2]2[CH:9]=[CH:8][C:5]([CH:6]=[O:7])=[CH:4][CH:3]=2)[CH3:17])[CH2:15][CH2:14][CH2:13][CH2:12][CH2:11]1, predict the reactants needed to synthesize it. (8) Given the product [CH2:1]([O:3][C:4]1[CH:5]=[CH:6][C:7]([C:8]([NH:26][CH2:27][C:28]2[CH:29]=[C:30]3[C:34](=[CH:35][CH:36]=2)[C:33](=[O:37])[N:32]([C:38]2([CH3:46])[CH2:43][CH2:42][C:41](=[O:44])[NH:40][C:39]2=[O:45])[C:31]3=[O:47])=[O:10])=[CH:11][CH:12]=1)[CH3:2], predict the reactants needed to synthesize it. The reactants are: [CH2:1]([O:3][C:4]1[CH:12]=[CH:11][C:7]([C:8]([OH:10])=O)=[CH:6][CH:5]=1)[CH3:2].C1N=CN(C(N2C=NC=C2)=O)C=1.Cl.[NH2:26][CH2:27][C:28]1[CH:29]=[C:30]2[C:34](=[CH:35][CH:36]=1)[C:33](=[O:37])[N:32]([C:38]1([CH3:46])[CH2:43][CH2:42][C:41](=[O:44])[NH:40][C:39]1=[O:45])[C:31]2=[O:47].CCOC(C)=O. (9) Given the product [Cl:1][C:2]1[N:7]=[CH:6][N:5]=[C:4]([NH:8][C:9]2[CH:10]=[C:11]([S:35]([NH2:38])(=[O:37])=[O:36])[CH:12]=[CH:13][CH:14]=2)[N:3]=1, predict the reactants needed to synthesize it. The reactants are: [Cl:1][C:2]1[N:7]=[CH:6][N:5]=[C:4]([NH:8][C:9]2[CH:10]=[C:11](CS(N)(=O)=O)[CH:12]=[CH:13][CH:14]=2)[N:3]=1.ClC1N=C(Cl)N=CN=1.NC1C=C([S:35]([NH2:38])(=[O:37])=[O:36])C=CC=1. (10) Given the product [F:20][C:17]1[CH:16]=[CH:15][C:14]([C:11]2[CH:12]=[CH:13][C:8]3[N:7]=[C:24]([C:26]4[CH:31]=[CH:30][CH:29]=[C:28]([N:32]5[CH:36]=[C:35]([CH3:37])[N:34]=[CH:33]5)[CH:27]=4)[CH2:23][C:22](=[O:38])[NH:21][C:9]=3[CH:10]=2)=[CH:19][CH:18]=1, predict the reactants needed to synthesize it. The reactants are: C(OC(=O)[NH:7][C:8]1[CH:13]=[CH:12][C:11]([C:14]2[CH:19]=[CH:18][C:17]([F:20])=[CH:16][CH:15]=2)=[CH:10][C:9]=1[NH:21][C:22](=[O:38])[CH2:23][C:24]([C:26]1[CH:31]=[CH:30][CH:29]=[C:28]([N:32]2[CH:36]=[C:35]([CH3:37])[N:34]=[CH:33]2)[CH:27]=1)=O)(C)(C)C.C(O)(C(F)(F)F)=O.